Dataset: Reaction yield outcomes from USPTO patents with 853,638 reactions. Task: Predict the reaction yield, written as a fraction of the theoretical maximum amount of product (1.0 means a 100% yield; for example, 0.34 means a 34% yield). (1) The reactants are O=C1C2NC(C(OC)=O)=CC=2CC1.BrC1C=C(C=CC=1)C[Mg]Br.[Br:24][C:25]1[CH:26]=[C:27]([CH:42]=[CH:43][CH:44]=1)[CH2:28][C:29]1(O)[C:33]2[NH:34][C:35]([C:37]([O:39][CH3:40])=[O:38])=[CH:36][C:32]=2[CH2:31][CH2:30]1. The catalyst is O=[Pt]=O.CO. The product is [Br:24][C:25]1[CH:26]=[C:27]([CH:42]=[CH:43][CH:44]=1)[CH2:28][CH:29]1[C:33]2[NH:34][C:35]([C:37]([O:39][CH3:40])=[O:38])=[CH:36][C:32]=2[CH2:31][CH2:30]1. The yield is 0.600. (2) The catalyst is C(Cl)Cl.O. The reactants are [N:1]1[CH:6]=[CH:5][CH:4]=[CH:3][C:2]=1[C:7]([OH:9])=O.C(Cl)CCl.C1C=CC2N(O)N=NC=2C=1.[NH2:24][CH2:25][CH2:26][O:27][C:28]1[C:38]2[CH2:37][CH2:36][N:35]([C:39](=[O:44])[C:40]([F:43])([F:42])[F:41])[CH2:34][CH2:33][C:32]=2[CH:31]=[CH:30][C:29]=1[Cl:45]. The product is [Cl:45][C:29]1[CH:30]=[CH:31][C:32]2[CH2:33][CH2:34][N:35]([C:39](=[O:44])[C:40]([F:42])([F:41])[F:43])[CH2:36][CH2:37][C:38]=2[C:28]=1[O:27][CH2:26][CH2:25][NH:24][C:7]([C:2]1[CH:3]=[CH:4][CH:5]=[CH:6][N:1]=1)=[O:9]. The yield is 0.740. (3) The reactants are [NH2:1][C:2]1[CH:3]=[C:4]([CH:21]=[CH:22][C:23]=1[F:24])[O:5][C:6]1[CH:7]=[CH:8][C:9]2[N:10]([CH:12]=[C:13]([NH:15][C:16]([CH:18]3[CH2:20][CH2:19]3)=[O:17])[N:14]=2)[N:11]=1.[CH3:25][N:26]1[C:30]([C:31](O)=[O:32])=[C:29]([CH3:34])[CH:28]=[N:27]1.O1CCCC1.S(Cl)(Cl)=O. The catalyst is CN(C)C=O.CN(C)C(=O)C. The product is [CH:18]1([C:16]([NH:15][C:13]2[N:14]=[C:9]3[CH:8]=[CH:7][C:6]([O:5][C:4]4[CH:21]=[CH:22][C:23]([F:24])=[C:2]([NH:1][C:31]([C:30]5[N:26]([CH3:25])[N:27]=[CH:28][C:29]=5[CH3:34])=[O:32])[CH:3]=4)=[N:11][N:10]3[CH:12]=2)=[O:17])[CH2:20][CH2:19]1. The yield is 0.670. (4) The yield is 0.310. The catalyst is COCCOC.O.C1C=CC([P]([Pd]([P](C2C=CC=CC=2)(C2C=CC=CC=2)C2C=CC=CC=2)([P](C2C=CC=CC=2)(C2C=CC=CC=2)C2C=CC=CC=2)[P](C2C=CC=CC=2)(C2C=CC=CC=2)C2C=CC=CC=2)(C2C=CC=CC=2)C2C=CC=CC=2)=CC=1. The reactants are Cl[C:2]1[N:7]=[C:6]([NH:8][C:9]2[CH:10]=[C:11]3[C:15](=[CH:16][CH:17]=2)[NH:14][CH:13]=[CH:12]3)[CH:5]=[N:4][CH:3]=1.[N:18]1[CH:23]=[CH:22][C:21](B(O)O)=[CH:20][CH:19]=1.C(=O)([O-])[O-].[Na+].[Na+]. The product is [N:18]1[CH:23]=[CH:22][C:21]([C:2]2[N:7]=[C:6]([NH:8][C:9]3[CH:10]=[C:11]4[C:15](=[CH:16][CH:17]=3)[NH:14][CH:13]=[CH:12]4)[CH:5]=[N:4][CH:3]=2)=[CH:20][CH:19]=1. (5) The reactants are [NH2:1][C:2]1[CH:7]=[CH:6][CH:5]=[CH:4][C:3]=1[S:8]([NH2:11])(=[O:10])=[O:9].[CH3:12][O:13][C:14]1[CH:15]=[C:16](/[CH:22]=[CH:23]/[C:24](O)=O)[CH:17]=[CH:18][C:19]=1[O:20][CH3:21].CN(C(ON1N=NC2C=CC=CC1=2)=[N+](C)C)C.F[P-](F)(F)(F)(F)F.CCN(CC)CC. The catalyst is CC#N. The product is [CH3:12][O:13][C:14]1[CH:15]=[C:16](/[CH:22]=[CH:23]/[C:24]2[NH:1][C:2]3[CH:7]=[CH:6][CH:5]=[CH:4][C:3]=3[S:8](=[O:9])(=[O:10])[N:11]=2)[CH:17]=[CH:18][C:19]=1[O:20][CH3:21]. The yield is 0.140.